This data is from Forward reaction prediction with 1.9M reactions from USPTO patents (1976-2016). The task is: Predict the product of the given reaction. Given the reactants [C:1](/[C:3](=[CH:11]\[C:12]1[CH:17]=[CH:16][CH:15]=[C:14]([N+:18]([O-])=O)[CH:13]=1)/[C:4]([O:6][C:7]([CH3:10])([CH3:9])[CH3:8])=[O:5])#[N:2].Cl[Sn]Cl, predict the reaction product. The product is: [NH2:18][C:14]1[CH:13]=[C:12](/[CH:11]=[C:3](\[C:1]#[N:2])/[C:4]([O:6][C:7]([CH3:8])([CH3:10])[CH3:9])=[O:5])[CH:17]=[CH:16][CH:15]=1.